This data is from Full USPTO retrosynthesis dataset with 1.9M reactions from patents (1976-2016). The task is: Predict the reactants needed to synthesize the given product. (1) Given the product [N:11]1([C:9]([C:6]2[CH:7]=[CH:8][C:3]([CH2:2][N:20]3[C:21]4[CH2:22][CH2:23][CH2:24][CH2:25][C:26]=4[C:18]([C:17]([F:16])([F:28])[F:27])=[N:19]3)=[CH:4][CH:5]=2)=[O:10])[CH2:15][CH2:14][CH2:13][CH2:12]1, predict the reactants needed to synthesize it. The reactants are: Br[CH2:2][C:3]1[CH:8]=[CH:7][C:6]([C:9]([N:11]2[CH2:15][CH2:14][CH2:13][CH2:12]2)=[O:10])=[CH:5][CH:4]=1.[F:16][C:17]([F:28])([F:27])[C:18]1[C:26]2[CH2:25][CH2:24][CH2:23][CH2:22][C:21]=2[NH:20][N:19]=1.C(=O)([O-])[O-].[K+].[K+]. (2) The reactants are: Cl.[O:2]1[CH:6]=[CH:5][C:4]([C:7]2[CH:8]=[C:9]([CH:12]=[CH:13][CH:14]=2)[CH2:10][NH2:11])=[CH:3]1.[Cl:15][C:16]1[CH:21]=[CH:20][C:19]([NH:22][C:23](=[O:30])[CH2:24][O:25][CH2:26][C:27](O)=[O:28])=[C:18]([C:31]([O:33]C)=[O:32])[CH:17]=1. Given the product [Cl:15][C:16]1[CH:21]=[CH:20][C:19]([NH:22][C:23](=[O:30])[CH2:24][O:25][CH2:26][C:27]([NH:11][CH2:10][C:9]2[CH:12]=[CH:13][CH:14]=[C:7]([C:4]3[CH:5]=[CH:6][O:2][CH:3]=3)[CH:8]=2)=[O:28])=[C:18]([CH:17]=1)[C:31]([OH:33])=[O:32], predict the reactants needed to synthesize it. (3) Given the product [NH:15]1[CH2:19][CH2:18][CH2:17][C@H:16]1/[CH:20]=[CH:21]/[C:22]1[CH:23]=[N:24][CH:25]=[CH:26][CH:27]=1, predict the reactants needed to synthesize it. The reactants are: FC(F)(F)C(O)=O.C(OC([N:15]1[CH2:19][CH2:18][CH2:17][C@H:16]1[CH:20]=[CH:21][C:22]1[CH:23]=[N:24][CH:25]=[CH:26][CH:27]=1)=O)(C)(C)C.C([O-])(O)=O.[Na+].[Na+].[Cl-].